This data is from Forward reaction prediction with 1.9M reactions from USPTO patents (1976-2016). The task is: Predict the product of the given reaction. (1) Given the reactants [F:1][C:2]1[CH:7]=[CH:6][C:5]([C:8]2[CH:13]=[CH:12][C:11]([S:14](Cl)(=[O:16])=[O:15])=[CH:10][CH:9]=2)=[CH:4][CH:3]=1.Cl.[C:19]([O:23][C:24]([N:26]1[CH2:30][C@H:29]2[C@H:31]3[C@@H:35]([C@H:28]2[CH2:27]1)[CH2:34][NH:33][CH2:32]3)=[O:25])([CH3:22])([CH3:21])[CH3:20].N1C=CC=CC=1, predict the reaction product. The product is: [C:19]([O:23][C:24]([N:26]1[CH2:30][C@H:29]2[C@H:31]3[C@@H:35]([C@H:28]2[CH2:27]1)[CH2:34][N:33]([S:14]([C:11]1[CH:12]=[CH:13][C:8]([C:5]2[CH:6]=[CH:7][C:2]([F:1])=[CH:3][CH:4]=2)=[CH:9][CH:10]=1)(=[O:16])=[O:15])[CH2:32]3)=[O:25])([CH3:22])([CH3:20])[CH3:21]. (2) The product is: [CH2:10]([O:17][C:18]1[CH:19]=[CH:20][C:21]([N:24]2[C:28]3=[N:29][CH:30]=[CH:31][CH:32]=[C:27]3[N:26]([CH2:2][O:3][CH2:4][CH2:5][Si:6]([CH3:9])([CH3:8])[CH3:7])[C:25]2=[O:33])=[CH:22][CH:23]=1)[C:11]1[CH:16]=[CH:15][CH:14]=[CH:13][CH:12]=1. Given the reactants Cl[CH2:2][O:3][CH2:4][CH2:5][Si:6]([CH3:9])([CH3:8])[CH3:7].[CH2:10]([O:17][C:18]1[CH:23]=[CH:22][C:21]([N:24]2[C:28]3=[N:29][CH:30]=[CH:31][CH:32]=[C:27]3[NH:26][C:25]2=[O:33])=[CH:20][CH:19]=1)[C:11]1[CH:16]=[CH:15][CH:14]=[CH:13][CH:12]=1.[H-].[Na+].[Cl-].[Cl-].[Ca+2], predict the reaction product. (3) The product is: [C:6]([C:5]1[CH:8]=[CH:9][C:2]([NH:1]/[C:11](/[CH2:18][CH2:19][CH3:20])=[CH:12]/[C:13]([O:15][CH2:16][CH3:17])=[O:14])=[CH:3][CH:4]=1)#[N:7]. Given the reactants [NH2:1][C:2]1[CH:9]=[CH:8][C:5]([C:6]#[N:7])=[CH:4][CH:3]=1.O=[C:11]([CH2:18][CH2:19][CH3:20])[CH2:12][C:13]([O:15][CH2:16][CH3:17])=[O:14], predict the reaction product. (4) Given the reactants [Cl:1][C:2]1[N:7]=[C:6]([C:8]([OH:10])=[O:9])[C:5]([F:11])=[CH:4][CH:3]=1.[OH-].[Na+].[CH3:14]O, predict the reaction product. The product is: [CH3:14][O:9][C:8]([C:6]1[C:5]([F:11])=[CH:4][CH:3]=[C:2]([Cl:1])[N:7]=1)=[O:10].